Dataset: Catalyst prediction with 721,799 reactions and 888 catalyst types from USPTO. Task: Predict which catalyst facilitates the given reaction. (1) Reactant: [C:1]1(=[CH:5][C:6]([NH:8][C:9]2[CH:14]=[CH:13][CH:12]=[C:11]([F:15])[CH:10]=2)=[O:7])[CH2:4][CH2:3][CH2:2]1. Product: [F:15][C:11]1[CH:12]=[CH:13][CH:14]=[C:9]2[C:10]=1[C:1]1([CH2:4][CH2:3][CH2:2]1)[CH2:5][C:6](=[O:7])[NH:8]2. The catalyst class is: 11. (2) Reactant: [Br:1][C:2]1[C:3]2[O:22][CH2:21][CH2:20][C:19]([OH:23])=[C:18]([C:24]#[N:25])[C:4]=2[CH:5]=[C:6]2[C:10]=1[N:9]([C:11]1[CH:16]=[CH:15][C:14]([F:17])=[CH:13][CH:12]=1)[N:8]=[CH:7]2.[CH:26]([C:28]([CH3:30])=[O:29])=[CH2:27]. Product: [Br:1][C:2]1[C:3]2[O:22][CH2:21][CH2:20][C:19](=[O:23])[C:18]([CH2:27][CH2:26][C:28](=[O:29])[CH3:30])([C:24]#[N:25])[C:4]=2[CH:5]=[C:6]2[C:10]=1[N:9]([C:11]1[CH:16]=[CH:15][C:14]([F:17])=[CH:13][CH:12]=1)[N:8]=[CH:7]2. The catalyst class is: 57. (3) Reactant: C[Si](C)(C)[C:3]#[N:4].CCCC[N+](CCCC)(CCCC)CCCC.[F-].Br[CH:26]1[C:31]2=[N:32][C:33]([C:36]3[CH:41]=[CH:40][CH:39]=[C:38]([C:42]([F:45])([F:44])[F:43])[CH:37]=3)=[CH:34][CH:35]=[C:30]2[O:29][CH2:28][CH2:27]1. Product: [F:45][C:42]([F:43])([F:44])[C:38]1[CH:37]=[C:36]([C:33]2[N:32]=[C:31]3[CH:26]([C:3]#[N:4])[CH2:27][CH2:28][O:29][C:30]3=[CH:35][CH:34]=2)[CH:41]=[CH:40][CH:39]=1. The catalyst class is: 23. (4) Reactant: CS(O)(=O)=O.[NH2:6][CH2:7][C:8]1[CH:9]=[C:10]2[C:14](=[CH:15][CH:16]=1)[C:13](=[O:17])[N:12]([CH:18]1[CH2:23][CH2:22][C:21](=[O:24])[NH:20][C:19]1=[O:25])[CH2:11]2.[Br:26][C:27]1[CH:32]=[CH:31][C:30]([N:33]=[C:34]=[O:35])=[CH:29][CH:28]=1.Cl. Product: [Br:26][C:27]1[CH:32]=[CH:31][C:30]([NH:33][C:34]([NH:6][CH2:7][C:8]2[CH:9]=[C:10]3[C:14](=[CH:15][CH:16]=2)[C:13](=[O:17])[N:12]([CH:18]2[CH2:23][CH2:22][C:21](=[O:24])[NH:20][C:19]2=[O:25])[CH2:11]3)=[O:35])=[CH:29][CH:28]=1. The catalyst class is: 10. (5) Reactant: [C:1]1([C@@H:13]2[CH2:18][CH2:17][CH2:16][N:15](C(OC(C)(C)C)=O)[CH2:14]2)[N:5]2[C:6]3[CH:12]=[CH:11][NH:10][C:7]=3[N:8]=[CH:9][C:4]2=[CH:3][N:2]=1.O1CCOCC1.[ClH:32]. Product: [ClH:32].[NH:15]1[CH2:16][CH2:17][CH2:18][C@@H:13]([C:1]2[N:5]3[C:6]4[CH:12]=[CH:11][NH:10][C:7]=4[N:8]=[CH:9][C:4]3=[CH:3][N:2]=2)[CH2:14]1. The catalyst class is: 28. (6) Reactant: [C:1]([O:5][C:6]([N:8]1[CH2:12][CH2:11][CH2:10][CH:9]1[C:13]1[NH:14][C:15](Br)=[CH:16][N:17]=1)=[O:7])([CH3:4])([CH3:3])[CH3:2].[Cl:19][C:20]1[CH:25]=[CH:24][C:23](B(O)O)=[C:22]([CH:29]=[O:30])[CH:21]=1. Product: [C:1]([O:5][C:6]([N:8]1[CH2:12][CH2:11][CH2:10][CH:9]1[C:13]1[NH:14][C:15]([C:23]2[CH:24]=[CH:25][C:20]([Cl:19])=[CH:21][C:22]=2[CH:29]=[O:30])=[CH:16][N:17]=1)=[O:7])([CH3:4])([CH3:3])[CH3:2]. The catalyst class is: 276. (7) Reactant: [CH3:1][O:2][C:3](=[O:27])[CH2:4][C:5]1[CH:6]=[C:7]([C:13]2[CH:18]=[CH:17][C:16]([C:19]([F:22])([F:21])[F:20])=[CH:15][C:14]=2[CH2:23][NH:24][CH2:25][CH3:26])[C:8]([O:11][CH3:12])=[CH:9][CH:10]=1.[Cl:28][C:29]1[CH:34]=[CH:33][C:32]([S:35](Cl)(=[O:37])=[O:36])=[CH:31][CH:30]=1.C(N(CC)CC)C. Product: [CH3:1][O:2][C:3](=[O:27])[CH2:4][C:5]1[CH:6]=[C:7]([C:13]2[CH:18]=[CH:17][C:16]([C:19]([F:21])([F:20])[F:22])=[CH:15][C:14]=2[CH2:23][N:24]([S:35]([C:32]2[CH:33]=[CH:34][C:29]([Cl:28])=[CH:30][CH:31]=2)(=[O:37])=[O:36])[CH2:25][CH3:26])[C:8]([O:11][CH3:12])=[CH:9][CH:10]=1. The catalyst class is: 2. (8) Reactant: [Cl:1][C:2]1[CH:7]=[CH:6][CH:5]=[C:4]([F:8])[C:3]=1[NH:9][C:10]1[NH:11][C:12]2[C:18]3[CH2:19][C:20]([CH3:23])([CH3:22])[O:21][C:17]=3[C:16]([C:24]([OH:26])=O)=[CH:15][C:13]=2[N:14]=1.S(Cl)(Cl)=O.[F:31][C:32]1[CH:38]=[C:37]([C:39]([F:42])([F:41])[F:40])[CH:36]=[CH:35][C:33]=1[NH2:34].CCN(C(C)C)C(C)C. Product: [Cl:1][C:2]1[CH:7]=[CH:6][CH:5]=[C:4]([F:8])[C:3]=1[NH:9][C:10]1[NH:11][C:12]2[C:18]3[CH2:19][C:20]([CH3:23])([CH3:22])[O:21][C:17]=3[C:16]([C:24]([NH:34][C:33]3[CH:35]=[CH:36][C:37]([C:39]([F:40])([F:41])[F:42])=[CH:38][C:32]=3[F:31])=[O:26])=[CH:15][C:13]=2[N:14]=1. The catalyst class is: 1.